Dataset: Catalyst prediction with 721,799 reactions and 888 catalyst types from USPTO. Task: Predict which catalyst facilitates the given reaction. (1) The catalyst class is: 12. Product: [N:30]([CH2:29][CH:28]([S:33][S:34][CH3:35])[CH2:27][C@H:23]([NH:22][C:9]([O:11][C:12]([CH3:13])([CH3:14])[CH3:15])=[O:10])[C:24]([OH:26])=[O:25])=[N+:31]=[N-:32]. Reactant: [C:9](O[C:9]([O:11][C:12]([CH3:15])([CH3:14])[CH3:13])=[O:10])([O:11][C:12]([CH3:15])([CH3:14])[CH3:13])=[O:10].C(=O)(O)[O-].[Na+].Cl.[NH2:22][C@@H:23]([CH2:27][CH:28]([S:33][S:34][CH3:35])[CH2:29][N:30]=[N+:31]=[N-:32])[C:24]([OH:26])=[O:25].O. (2) Reactant: C([O:8][C@H:9]1[CH2:13][CH2:12][CH2:11][C@@H:10]1[C:14]1[CH:18]=[CH:17][N:16]([CH:19]2[CH2:24][CH2:23][CH2:22][CH2:21][O:20]2)[N:15]=1)C1C=CC=CC=1. Product: [O:20]1[CH2:21][CH2:22][CH2:23][CH2:24][CH:19]1[N:16]1[CH:17]=[CH:18][C:14]([C@H:10]2[CH2:11][CH2:12][CH2:13][C@@H:9]2[OH:8])=[N:15]1. The catalyst class is: 349. (3) Reactant: [CH3:1][C:2]1[CH:3]=[CH:4][C:5]2[C:10](O)=[N:9][CH:8]=[N:7][C:6]=2[N:12]=1.CCN(C(C)C)C(C)C.O=P(Cl)(Cl)[Cl:24]. Product: [Cl:24][C:10]1[C:5]2[CH:4]=[CH:3][C:2]([CH3:1])=[N:12][C:6]=2[N:7]=[CH:8][N:9]=1. The catalyst class is: 26. (4) Reactant: [NH2:1][C@@H:2]([CH2:25][C:26]1[CH:31]=[CH:30][CH:29]=[CH:28][CH:27]=1)[C:3]([NH:5][C@H:6]([B:12]1[O:16][C@@H:15]2[CH2:17][C@@H:18]3[CH2:21][C@H:20]([C@:14]2([CH3:24])[O:13]1)[C:19]3([CH3:23])[CH3:22])[CH2:7][CH:8]1[CH2:11][CH2:10][CH2:9]1)=[O:4].Cl.C(N(CC)C(C)C)(C)C.[O:42]([C:49]1[N:54]=[CH:53][C:52]([S:55](Cl)(=[O:57])=[O:56])=[CH:51][CH:50]=1)[C:43]1[CH:48]=[CH:47][CH:46]=[CH:45][CH:44]=1. Product: [CH:8]1([CH2:7][C@H:6]([NH:5][C:3](=[O:4])[C@@H:2]([NH:1][S:55]([C:52]2[CH:53]=[N:54][C:49]([O:42][C:43]3[CH:48]=[CH:47][CH:46]=[CH:45][CH:44]=3)=[CH:50][CH:51]=2)(=[O:56])=[O:57])[CH2:25][C:26]2[CH:27]=[CH:28][CH:29]=[CH:30][CH:31]=2)[B:12]2[O:16][C@@H:15]3[CH2:17][C@@H:18]4[CH2:21][C@H:20]([C@:14]3([CH3:24])[O:13]2)[C:19]4([CH3:23])[CH3:22])[CH2:11][CH2:10][CH2:9]1. The catalyst class is: 1.